From a dataset of Catalyst prediction with 721,799 reactions and 888 catalyst types from USPTO. Predict which catalyst facilitates the given reaction. (1) Reactant: [NH:1]1[C:9]2[C:4](=[CH:5][CH:6]=[CH:7][CH:8]=2)[CH:3]=[C:2]1[CH2:10][CH2:11][CH2:12][NH:13][C:14](=[O:25])[C@@H:15]([NH:18][C:19](=[O:24])[C:20]([F:23])([F:22])[F:21])[CH2:16][CH3:17].[H-].[Na+].[CH3:28]I. Product: [CH3:28][N:1]1[C:9]2[C:4](=[CH:5][CH:6]=[CH:7][CH:8]=2)[CH:3]=[C:2]1[CH2:10][CH2:11][CH2:12][NH:13][C:14](=[O:25])[C@@H:15]([NH:18][C:19](=[O:24])[C:20]([F:21])([F:23])[F:22])[CH2:16][CH3:17]. The catalyst class is: 9. (2) Reactant: Cl[CH2:2][C:3]([NH:5][C:6]1[CH:11]=[CH:10][C:9]([Cl:12])=[C:8]([C:13]([F:16])([F:15])[F:14])[CH:7]=1)=[O:4].[N:17]1[CH:22]=[CH:21][C:20]([O:23][C:24]2[CH:29]=[CH:28][C:27]([NH2:30])=[CH:26][CH:25]=2)=[CH:19][CH:18]=1.C(N(C(C)C)C(C)C)C. Product: [Cl:12][C:9]1[CH:10]=[CH:11][C:6]([NH:5][C:3](=[O:4])[CH2:2][NH:30][C:27]2[CH:26]=[CH:25][C:24]([O:23][C:20]3[CH:21]=[CH:22][N:17]=[CH:18][CH:19]=3)=[CH:29][CH:28]=2)=[CH:7][C:8]=1[C:13]([F:16])([F:15])[F:14]. The catalyst class is: 9. (3) Reactant: [CH2:1]([N:3]([CH2:61][CH3:62])[C:4]1[CH:9]=[CH:8][C:7]([NH:10][C:11]([C:13]2[CH:14]=[C:15]([C:19](=[O:40])[N:20]([CH3:39])[CH2:21][CH2:22][O:23][CH2:24][CH2:25][O:26][CH2:27][CH2:28][O:29][CH2:30][CH2:31][C:32]([O:34]C(C)(C)C)=[O:33])[CH:16]=[CH:17][CH:18]=2)=[O:12])=[C:6]([C:41]2[CH:46]=[C:45]([C:47](=[O:60])[NH:48][CH2:49][C:50]3[CH:55]=[CH:54][CH:53]=[C:52]([C:56]([F:59])([F:58])[F:57])[CH:51]=3)[CH:44]=[CH:43][N:42]=2)[CH:5]=1)[CH3:2].C(O)(C(F)(F)F)=O. Product: [CH2:61]([N:3]([CH2:1][CH3:2])[C:4]1[CH:9]=[CH:8][C:7]([NH:10][C:11]([C:13]2[CH:14]=[C:15]([C:19](=[O:40])[N:20]([CH3:39])[CH2:21][CH2:22][O:23][CH2:24][CH2:25][O:26][CH2:27][CH2:28][O:29][CH2:30][CH2:31][C:32]([OH:34])=[O:33])[CH:16]=[CH:17][CH:18]=2)=[O:12])=[C:6]([C:41]2[CH:46]=[C:45]([C:47](=[O:60])[NH:48][CH2:49][C:50]3[CH:55]=[CH:54][CH:53]=[C:52]([C:56]([F:57])([F:59])[F:58])[CH:51]=3)[CH:44]=[CH:43][N:42]=2)[CH:5]=1)[CH3:62]. The catalyst class is: 2. (4) Reactant: [CH:1]1([N:7]([CH:18]2[CH2:23][CH2:22][CH2:21][CH2:20][CH2:19]2)[C:8]([NH:10][C:11]2[S:12][CH:13]=[C:14]([CH2:16][OH:17])[N:15]=2)=[O:9])[CH2:6][CH2:5][CH2:4][CH2:3][CH2:2]1.C1C=CN=CC=1.O=S(=O)=O.C(N(CC)CC)C. Product: [CH:18]1([N:7]([CH:1]2[CH2:6][CH2:5][CH2:4][CH2:3][CH2:2]2)[C:8]([NH:10][C:11]2[S:12][CH:13]=[C:14]([CH:16]=[O:17])[N:15]=2)=[O:9])[CH2:19][CH2:20][CH2:21][CH2:22][CH2:23]1. The catalyst class is: 583. (5) Reactant: FC(F)(F)[C:3]([NH:5][CH2:6][CH2:7][C:8]1[CH:13]=[CH:12][C:11]([S:14][C:15]2[CH:20]=[CH:19][N:18]=[C:17]([C:21]([O:23][CH2:24]C)=[O:22])[CH:16]=2)=[CH:10][CH:9]=1)=[O:4].[OH-:28].[Na+].Cl. Product: [C:8]([O:28][C:3]([NH:5][CH2:6][CH2:7][C:8]1[CH:9]=[CH:10][C:11]([S:14][C:15]2[CH:20]=[CH:19][N:18]=[C:17]([C:21]([O:23][CH3:24])=[O:22])[CH:16]=2)=[CH:12][CH:13]=1)=[O:4])([CH3:13])([CH3:9])[CH3:7]. The catalyst class is: 357.